Task: Predict the product of the given reaction.. Dataset: Forward reaction prediction with 1.9M reactions from USPTO patents (1976-2016) (1) Given the reactants [F-].C([N+](CCCC)(CCCC)CCCC)CCC.[Si]([O:26][C:27]1[CH:28]=[C:29]([C:35]([C:39]2[CH:44]=[C:43]([O:45][CH3:46])[CH:42]=[C:41]([O:47][CH3:48])[CH:40]=2)=[CH:36][C:37]#[N:38])[CH:30]=[CH:31][C:32]=1[O:33][CH3:34])(C(C)(C)C)(C)C.CCOCC, predict the reaction product. The product is: [CH3:48][O:47][C:41]1[CH:40]=[C:39]([C:35]([C:29]2[CH:30]=[CH:31][C:32]([O:33][CH3:34])=[C:27]([OH:26])[CH:28]=2)=[CH:36][C:37]#[N:38])[CH:44]=[C:43]([O:45][CH3:46])[CH:42]=1. (2) Given the reactants Cl[C:2]1[N:3]=[C:4]([CH2:19][CH2:20][CH:21]2[O:26][CH2:25][CH2:24][CH2:23][O:22]2)[C:5]2[N:11]=[C:10]([C:12]3[CH:17]=[CH:16][C:15]([F:18])=[CH:14][CH:13]=3)[CH:9]=[CH:8][C:6]=2[N:7]=1.[OH-].[NH4+:28], predict the reaction product. The product is: [O:22]1[CH2:23][CH2:24][CH2:25][O:26][CH:21]1[CH2:20][CH2:19][C:4]1[C:5]2[N:11]=[C:10]([C:12]3[CH:17]=[CH:16][C:15]([F:18])=[CH:14][CH:13]=3)[CH:9]=[CH:8][C:6]=2[N:7]=[C:2]([NH2:28])[N:3]=1. (3) Given the reactants [CH2:1]([N:8]([CH2:15][C:16]1[CH:21]=[CH:20][CH:19]=[CH:18][CH:17]=1)[C:9]1([C:13]#[N:14])[CH2:12][O:11][CH2:10]1)[C:2]1[CH:7]=[CH:6][CH:5]=[CH:4][CH:3]=1.O1CC(=O)C1.C(NCC1C=CC=CC=1)C1C=CC=CC=1.C[Si](C#N)(C)C, predict the reaction product. The product is: [NH2:14][CH2:13][C:9]1([N:8]([CH2:1][C:2]2[CH:7]=[CH:6][CH:5]=[CH:4][CH:3]=2)[CH2:15][C:16]2[CH:21]=[CH:20][CH:19]=[CH:18][CH:17]=2)[CH2:12][O:11][CH2:10]1. (4) Given the reactants N([O-])=O.[Na+].N[C:6]1[CH:19]=[CH:18][C:9]2[CH2:10][CH2:11][N:12]([C:15](=[O:17])[CH3:16])[CH2:13][CH2:14][C:8]=2[CH:7]=1.[C:20]([Cu])#[N:21].[C-]#N.[Na+], predict the reaction product. The product is: [C:20]([C:6]1[CH:19]=[CH:18][C:9]2[CH2:10][CH2:11][N:12]([C:15](=[O:17])[CH3:16])[CH2:13][CH2:14][C:8]=2[CH:7]=1)#[N:21]. (5) Given the reactants [C:1]([NH:4][CH:5]([CH2:9][S:10][C:11](=[O:19])[C:12]1[CH:17]=[CH:16][C:15]([CH3:18])=[CH:14][CH:13]=1)[C:6]([OH:8])=[O:7])(=[O:3])[CH3:2].[CH2:20](N(CC)CC)[CH3:21].ICC, predict the reaction product. The product is: [C:1]([NH:4][C@@H:5]([CH2:9][S:10][C:11](=[O:19])[C:12]1[CH:17]=[CH:16][C:15]([CH3:18])=[CH:14][CH:13]=1)[C:6]([O:8][CH2:20][CH3:21])=[O:7])(=[O:3])[CH3:2]. (6) Given the reactants O.[C:2]([OH:6])(C)([CH3:4])[CH3:3].[N+:7]([C:10]1[CH:24]=[CH:23][C:13]([C:14]([O:16][CH2:17][CH2:18][CH2:19]CC=C)=[O:15])=[CH:12][CH:11]=1)([O-:9])=[O:8].S(S([O-])=O)([O-])(=O)=[O:26].[Na+].[Na+], predict the reaction product. The product is: [N+:7]([C:10]1[CH:24]=[CH:23][C:13]([C:14]([O:16][CH2:17][CH2:18][CH2:19][CH2:3][C@@H:2]([OH:6])[CH2:4][OH:26])=[O:15])=[CH:12][CH:11]=1)([O-:9])=[O:8]. (7) Given the reactants [C:1](Cl)(=[O:4])[CH:2]=[CH2:3].[O:6]1[CH:10]=[CH:9][CH:8]=[CH:7]1.[Al+3].[Cl-].[Cl-].[Cl-], predict the reaction product. The product is: [O:6]1[CH:10]=[CH:9][CH:8]=[C:7]1[C:1]([CH:2]=[CH2:3])=[O:4].